Dataset: Reaction yield outcomes from USPTO patents with 853,638 reactions. Task: Predict the reaction yield, written as a fraction of the theoretical maximum amount of product (1.0 means a 100% yield; for example, 0.34 means a 34% yield). The reactants are [CH2:1]([N:8]([CH2:14][CH2:15][CH:16]=[CH2:17])[CH2:9][C:10]([O:12][CH3:13])=[O:11])[C:2]1[CH:7]=[CH:6][CH:5]=[CH:4][CH:3]=1.C([N-]C(C)C)(C)C.[Li+].CC(C)=O.[I:30]I. The catalyst is C(OCC)C.[Br-].[Zn+2].[Br-]. The product is [CH2:1]([N:8]1[CH2:14][CH2:15][C@H:16]([CH2:17][I:30])[C@@H:9]1[C:10]([O:12][CH3:13])=[O:11])[C:2]1[CH:7]=[CH:6][CH:5]=[CH:4][CH:3]=1. The yield is 0.820.